This data is from Full USPTO retrosynthesis dataset with 1.9M reactions from patents (1976-2016). The task is: Predict the reactants needed to synthesize the given product. (1) The reactants are: [F:1][C:2]1[CH:7]=[C:6]([F:8])[CH:5]=[CH:4][C:3]=1[S:9]([CH:12]=[CH:13][C:14]1[C:15]([NH:23][CH3:24])=[N:16][C:17](S(C)=O)=[N:18][CH:19]=1)(=[O:11])=[O:10].[CH3:25][N:26]1[CH2:31][CH2:30][N:29]([C:32]2[CH:33]=[CH:34][C:35]([NH2:38])=[N:36][CH:37]=2)[CH2:28][CH2:27]1. Given the product [F:1][C:2]1[CH:7]=[C:6]([F:8])[CH:5]=[CH:4][C:3]=1[S:9](/[CH:12]=[CH:13]/[C:14]1[C:15]([NH:23][CH3:24])=[N:16][C:17]([NH:38][C:35]2[CH:34]=[CH:33][C:32]([N:29]3[CH2:30][CH2:31][N:26]([CH3:25])[CH2:27][CH2:28]3)=[CH:37][N:36]=2)=[N:18][CH:19]=1)(=[O:11])=[O:10], predict the reactants needed to synthesize it. (2) Given the product [CH2:1]([O:3][C:4]([C:6]1[C:10]([CH:26]=[O:27])=[C:9]([Br:21])[N:8]([C:12]2[CH:17]=[CH:16][CH:15]=[CH:14][C:13]=2[Cl:18])[N:7]=1)=[O:5])[CH3:2], predict the reactants needed to synthesize it. The reactants are: [CH2:1]([O:3][C:4]([C:6]1[CH:10]=[C:9](O)[N:8]([C:12]2[CH:17]=[CH:16][CH:15]=[CH:14][C:13]=2[Cl:18])[N:7]=1)=[O:5])[CH3:2].P(Br)(Br)([Br:21])=O.CN(C)[CH:26]=[O:27].ClCCl. (3) Given the product [CH3:1][O:2][C:3]([NH:5][C@@H:6]([CH:61]1[CH2:63][CH2:66][O:65][CH2:64][CH2:62]1)[C:7]([N:9]1[CH2:13][CH2:12][CH2:11][C@H:10]1[C:14]1[NH:15][C:16]([C:19]2[CH:20]=[CH:21][C:22]3[C:31]4[C:26](=[C:27]5[CH:35]=[CH:34][C:33]([C:36]6[NH:40][C:39]([C@@H:41]7[CH2:45][CH2:44][CH2:43][N:42]7[C:46](=[O:59])[C@H:47]([NH:54][C:55](=[O:58])[O:56][CH3:57])[C:48]7[CH:49]=[CH:50][CH:51]=[CH:52][CH:53]=7)=[N:38][CH:37]=6)=[CH:32][C:28]5=[CH:29][CH:30]=4)[O:25][CH2:24][C:23]=3[CH:60]=2)=[CH:17][N:18]=1)=[O:8])=[O:4], predict the reactants needed to synthesize it. The reactants are: [CH3:1][O:2][C:3]([NH:5][C@@H:6]([CH:61]([CH3:63])[CH3:62])[C:7]([N:9]1[CH2:13][CH2:12][CH2:11][C@H:10]1[C:14]1[NH:15][C:16]([C:19]2[CH:20]=[CH:21][C:22]3[C:31]4[C:26](=[C:27]5[CH:35]=[CH:34][C:33]([C:36]6[NH:40][C:39]([C@@H:41]7[CH2:45][CH2:44][CH2:43][N:42]7[C:46](=[O:59])[C@H:47]([NH:54][C:55](=[O:58])[O:56][CH3:57])[C:48]7[CH:53]=[CH:52][CH:51]=[CH:50][CH:49]=7)=[N:38][CH:37]=6)=[CH:32][C:28]5=[CH:29][CH:30]=4)[O:25][CH2:24][C:23]=3[CH:60]=2)=[CH:17][N:18]=1)=[O:8])=[O:4].[CH3:64][O:65][C:66](N[C@@H](C(C)C)C(O)=O)=O. (4) Given the product [NH2:8][C@H:9]1[CH2:14][CH2:13][N:12]([C:15]([O:17][C:18]([CH3:19])([CH3:20])[CH3:21])=[O:16])[CH2:11][C@H:10]1[O:22][CH2:23][C:24]([F:27])([F:26])[CH3:25], predict the reactants needed to synthesize it. The reactants are: C([N:8](C(OCC1C=CC=CC=1)=O)[C@H:9]1[CH2:14][CH2:13][N:12]([C:15]([O:17][C:18]([CH3:21])([CH3:20])[CH3:19])=[O:16])[CH2:11][C@H:10]1[O:22][CH2:23][C:24]([F:27])([F:26])[CH3:25])C1C=CC=CC=1.C([O-])=O.[NH4+]. (5) Given the product [C:1]([C:3]1[CH:23]=[CH:22][C:6]2[N:7]([CH2:29][C:30]3[C:39]4[C:34](=[CH:35][CH:36]=[CH:37][CH:38]=4)[N:33]=[CH:32][C:31]=3[CH:40]3[CH2:41][CH2:42]3)[C:8](=[O:21])[C@@H:9]([NH:13][C:14](=[O:20])[O:15][C:16]([CH3:18])([CH3:19])[CH3:17])[C@H:10]([CH3:12])[NH:11][C:5]=2[CH:4]=1)#[N:2], predict the reactants needed to synthesize it. The reactants are: [C:1]([C:3]1[CH:23]=[CH:22][C:6]2[NH:7][C:8](=[O:21])[C@@H:9]([NH:13][C:14](=[O:20])[O:15][C:16]([CH3:19])([CH3:18])[CH3:17])[C@H:10]([CH3:12])[NH:11][C:5]=2[CH:4]=1)#[N:2].CS(O[CH2:29][C:30]1[C:39]2[C:34](=[CH:35][CH:36]=[CH:37][CH:38]=2)[N:33]=[CH:32][C:31]=1[CH:40]1[CH2:42][CH2:41]1)(=O)=O.C(=O)([O-])[O-].[Cs+].[Cs+]. (6) Given the product [Cl:1][C:2]1[CH:7]=[C:6]([F:8])[CH:5]=[C:4]2[C:3]=1[CH:11]=[CH:10][NH:9]2, predict the reactants needed to synthesize it. The reactants are: [Cl:1][C:2]1[CH:3]=[C:4]([N:9](O)[C:10](=O)[CH3:11])[CH:5]=[C:6]([F:8])[CH:7]=1.C(OC=C)(=O)C.[OH-].[Na+].Cl.C([O-])([O-])=O.[Na+].[Na+]. (7) Given the product [Cl:1][C:2]1[CH:25]=[CH:24][C:23]([C:26]([F:29])([F:27])[F:28])=[CH:22][C:3]=1[O:4][CH:5]1[CH2:10][CH2:9][N:8]([C:11](=[O:21])[CH2:12][NH:13][C:14]2[C:15](=[O:20])[N:16]([CH2:31][CH2:32][CH2:33][CH:34]([CH3:36])[CH3:35])[N:17]=[CH:18][CH:19]=2)[CH2:7][CH2:6]1, predict the reactants needed to synthesize it. The reactants are: [Cl:1][C:2]1[CH:25]=[CH:24][C:23]([C:26]([F:29])([F:28])[F:27])=[CH:22][C:3]=1[O:4][CH:5]1[CH2:10][CH2:9][N:8]([C:11](=[O:21])[CH2:12][NH:13][C:14]2[C:15](=[O:20])[NH:16][N:17]=[CH:18][CH:19]=2)[CH2:7][CH2:6]1.Br[CH2:31][CH2:32][CH2:33][CH:34]([CH3:36])[CH3:35]. (8) Given the product [CH3:8][O:7][C:5](=[O:6])[C:4]1[CH:9]=[CH:10][CH:11]=[C:2]([C:1]([OH:13])=[O:12])[CH:3]=1, predict the reactants needed to synthesize it. The reactants are: [C:1]([O:13]C)(=[O:12])[C:2]1[CH:11]=[CH:10][CH:9]=[C:4]([C:5]([O:7][CH3:8])=[O:6])[CH:3]=1.[OH-].[Na+].